Dataset: Reaction yield outcomes from USPTO patents with 853,638 reactions. Task: Predict the reaction yield, written as a fraction of the theoretical maximum amount of product (1.0 means a 100% yield; for example, 0.34 means a 34% yield). (1) The reactants are [Br:1][C:2]1[CH:3]=[CH:4][C:5]2[C:11]3[S:12][C:13]([C:15]([OH:17])=O)=[CH:14][C:10]=3[CH2:9][CH2:8][O:7][C:6]=2[CH:18]=1.[NH2:19][C:20]1[CH:30]=[CH:29][C:23]([C:24]([N:26]([CH3:28])[CH3:27])=[O:25])=[CH:22][C:21]=1[Cl:31].N1C=CC=CC=1. The catalyst is O=S(Cl)Cl.C1COCC1. The product is [Br:1][C:2]1[CH:3]=[CH:4][C:5]2[C:11]3[S:12][C:13]([C:15]([NH:19][C:20]4[CH:30]=[CH:29][C:23]([C:24](=[O:25])[N:26]([CH3:27])[CH3:28])=[CH:22][C:21]=4[Cl:31])=[O:17])=[CH:14][C:10]=3[CH2:9][CH2:8][O:7][C:6]=2[CH:18]=1. The yield is 0.770. (2) The reactants are [Cl:1][C:2]1[CH:8]=[CH:7][C:5]([NH2:6])=[CH:4][CH:3]=1.C(=O)([O-])[O-].[Na+].[Na+].[C:15](Cl)(=[O:20])[C:16]([CH3:19])([CH3:18])[CH3:17]. The catalyst is ClCCl. The product is [Cl:1][C:2]1[CH:8]=[CH:7][C:5]([NH:6][C:15](=[O:20])[C:16]([CH3:19])([CH3:18])[CH3:17])=[CH:4][CH:3]=1. The yield is 0.980.